Regression/Classification. Given a drug SMILES string, predict its absorption, distribution, metabolism, or excretion properties. Task type varies by dataset: regression for continuous measurements (e.g., permeability, clearance, half-life) or binary classification for categorical outcomes (e.g., BBB penetration, CYP inhibition). Dataset: cyp2c19_veith. From a dataset of CYP2C19 inhibition data for predicting drug metabolism from PubChem BioAssay. (1) The drug is O=[N+]([O-])c1ccc(/C=N/Nc2cc(Cl)nc(-c3ccccc3)n2)cc1. The result is 0 (non-inhibitor). (2) The compound is COc1cc(C(=O)NCc2cccc3ccccc23)cc(Cl)c1OC. The result is 1 (inhibitor). (3) The molecule is O=C(Nc1cccc(C(F)(F)F)c1)N(Cc1ccc(Cl)cc1)CC(O)C(F)(F)F. The result is 1 (inhibitor). (4) The compound is CCSc1nnc(NC(=O)C(C(F)(F)F)C(F)(F)F)s1. The result is 1 (inhibitor).